This data is from Full USPTO retrosynthesis dataset with 1.9M reactions from patents (1976-2016). The task is: Predict the reactants needed to synthesize the given product. (1) Given the product [CH2:1]([N:8]1[C:16]2[C:11](=[CH:12][CH:13]=[CH:14][CH:15]=2)[C:10]([C:17]([OH:19])=[O:18])=[C:9]1[CH3:21])[C:2]1[CH:3]=[CH:4][CH:5]=[CH:6][CH:7]=1, predict the reactants needed to synthesize it. The reactants are: [CH2:1]([N:8]1[C:16]2[C:11](=[CH:12][CH:13]=[CH:14][CH:15]=2)[C:10]([C:17]([O:19]C)=[O:18])=[C:9]1[CH3:21])[C:2]1[CH:7]=[CH:6][CH:5]=[CH:4][CH:3]=1.[OH-].[Na+]. (2) Given the product [CH3:1][C:2]1([CH3:20])[C:10]2[C:5](=[CH:6][CH:7]=[C:8]([C:26]3[N:22]([CH3:21])[C:23]([C:27]#[N:28])=[CH:24][CH:25]=3)[CH:9]=2)[C:4](=[O:19])[CH2:3]1, predict the reactants needed to synthesize it. The reactants are: [CH3:1][C:2]1([CH3:20])[C:10]2[C:5](=[CH:6][CH:7]=[C:8](OS(C(F)(F)F)(=O)=O)[CH:9]=2)[C:4](=[O:19])[CH2:3]1.[CH3:21][N:22]1[CH:26]=[CH:25][CH:24]=[C:23]1[C:27]#[N:28]. (3) Given the product [Cl:15][C:12]1[CH:11]=[CH:10][C:9]([CH:8]2[C:4]3[C:1]([CH3:2])=[N:30][N:29]([C:31]4[C:32]([O:37][CH3:38])=[N:33][CH:34]=[CH:35][CH:36]=4)[C:5]=3[C:6](=[O:27])[N:7]2[C:16]2[CH:17]=[C:18]([CH3:26])[C:19]3[N:20]([C:22]([CH3:25])=[N:23][N:24]=3)[CH:21]=2)=[CH:14][CH:13]=1, predict the reactants needed to synthesize it. The reactants are: [C:1]([C:4]1[CH:8]([C:9]2[CH:14]=[CH:13][C:12]([Cl:15])=[CH:11][CH:10]=2)[N:7]([C:16]2[CH:17]=[C:18]([CH3:26])[C:19]3[N:20]([C:22]([CH3:25])=[N:23][N:24]=3)[CH:21]=2)[C:6](=[O:27])[C:5]=1O)(=O)[CH3:2].[NH:29]([C:31]1[C:32]([O:37][CH3:38])=[N:33][CH:34]=[CH:35][CH:36]=1)[NH2:30]. (4) Given the product [CH2:1]([C:4]1[CH:5]=[C:6]([CH:9]=[CH:10][C:11]=1[O:12][CH2:13][C:14]1[CH:19]=[CH:18][CH:17]=[CH:16][CH:15]=1)[C:7]#[N:8])[CH:2]=[CH2:3], predict the reactants needed to synthesize it. The reactants are: [CH2:1]([C:4]1[CH:5]=[C:6]([CH:9]=[CH:10][C:11]=1[OH:12])[C:7]#[N:8])[CH:2]=[CH2:3].[CH2:13](Br)[C:14]1[CH:19]=[CH:18][CH:17]=[CH:16][CH:15]=1.C(=O)([O-])[O-].[K+].[K+]. (5) Given the product [Br:26][C:27]1[CH:28]=[C:29]([C:6]2[CH:5]=[C:4]([C:16]3[CH:17]=[CH:18][C:19]([C:22]([F:23])([F:25])[F:24])=[CH:20][CH:21]=3)[CH:3]=[C:2]([CH3:1])[N:7]=2)[CH:30]=[CH:31][CH:32]=1, predict the reactants needed to synthesize it. The reactants are: [CH3:1][C:2]1[N:7]=[C:6](OS(C(F)(F)F)(=O)=O)[CH:5]=[C:4]([C:16]2[CH:21]=[CH:20][C:19]([C:22]([F:25])([F:24])[F:23])=[CH:18][CH:17]=2)[CH:3]=1.[Br:26][C:27]1[CH:28]=[C:29](B(O)O)[CH:30]=[CH:31][CH:32]=1. (6) Given the product [CH3:27][NH:28][C:4]([C:6]1[N:7]=[C:8]([CH2:15][C:16]2([C:21]3[CH:26]=[CH:25][CH:24]=[CH:23][CH:22]=3)[CH2:20][CH2:19][CH2:18][CH2:17]2)[N:9]([CH3:14])[C:10](=[O:13])[C:11]=1[OH:12])=[O:3], predict the reactants needed to synthesize it. The reactants are: C([O:3][C:4]([C:6]1[N:7]=[C:8]([CH2:15][C:16]2([C:21]3[CH:26]=[CH:25][CH:24]=[CH:23][CH:22]=3)[CH2:20][CH2:19][CH2:18][CH2:17]2)[N:9]([CH3:14])[C:10](=[O:13])[C:11]=1[OH:12])=O)C.[CH3:27][NH2:28]. (7) The reactants are: [CH3:1][O:2][C:3](=[O:19])[CH:4]([C:9](=[O:18])[C:10]1[CH:15]=[CH:14][C:13]([Br:16])=[C:12]([Cl:17])[CH:11]=1)/[C:5](=[N:7]/C)/[CH3:6].Cl.NO. Given the product [CH3:1][O:2][C:3]([C:4]1[C:5]([CH3:6])=[N:7][O:18][C:9]=1[C:10]1[CH:15]=[CH:14][C:13]([Br:16])=[C:12]([Cl:17])[CH:11]=1)=[O:19], predict the reactants needed to synthesize it. (8) Given the product [CH:3]1([N:7]2[CH2:13][CH2:12][C:11]3[CH:14]=[C:15]([O:18][CH2:20][C:21]([N:23]([CH3:25])[CH3:24])=[O:22])[CH:16]=[CH:17][C:10]=3[CH2:9][CH2:8]2)[CH2:6][CH2:5][CH2:4]1, predict the reactants needed to synthesize it. The reactants are: [H-].[Na+].[CH:3]1([N:7]2[CH2:13][CH2:12][C:11]3[CH:14]=[C:15]([OH:18])[CH:16]=[CH:17][C:10]=3[CH2:9][CH2:8]2)[CH2:6][CH2:5][CH2:4]1.Cl[CH2:20][C:21]([N:23]([CH3:25])[CH3:24])=[O:22]. (9) Given the product [NH2:17][C:2]1[CH:3]=[C:4]2[C:8](=[CH:9][C:10]=1[N+:11]([O-:13])=[O:12])[C:7](=[O:14])[N:6]([CH3:15])[C:5]2=[O:16], predict the reactants needed to synthesize it. The reactants are: Cl[C:2]1[CH:3]=[C:4]2[C:8](=[CH:9][C:10]=1[N+:11]([O-:13])=[O:12])[C:7](=[O:14])[N:6]([CH3:15])[C:5]2=[O:16].[NH2:17]C(N)=O. (10) Given the product [Br:1][C:2]1[CH:3]=[CH:4][C:5]([C:8]2[S:12][C:11]([NH:13][CH2:14][CH2:15][CH2:16][CH3:17])=[N:10][N:9]=2)=[CH:6][CH:7]=1, predict the reactants needed to synthesize it. The reactants are: [Br:1][C:2]1[CH:7]=[CH:6][C:5]([C:8]2[S:12][C:11]([NH2:13])=[N:10][N:9]=2)=[CH:4][CH:3]=1.[CH:14](=O)[CH2:15][CH2:16][CH3:17].[BH4-].[Na+].